Dataset: Rat liver microsome stability data. Task: Regression/Classification. Given a drug SMILES string, predict its absorption, distribution, metabolism, or excretion properties. Task type varies by dataset: regression for continuous measurements (e.g., permeability, clearance, half-life) or binary classification for categorical outcomes (e.g., BBB penetration, CYP inhibition). Dataset: rlm. (1) The drug is CC(C)n1nc(C(=O)N[C@H]2C[C@H]3CC[C@@H](C2)N3CC(O)CN2CCCCC2)c2ccccc21. The result is 0 (unstable in rat liver microsomes). (2) The compound is C=C[C@@H]1C[C@]1(NC(=O)[C@@H]1C[C@@H](Oc2cc(-c3csc(NC(C)C)n3)nc3c(Br)c(OC)ccc23)CN1C(=O)[C@@H](NC(=O)OC1CCCC1)C(C)(C)C)C(=O)O. The result is 0 (unstable in rat liver microsomes). (3) The compound is NC(=O)C1CCN(c2nc(-c3ccc4occc(=O)c4c3)cs2)CC1. The result is 1 (stable in rat liver microsomes). (4) The compound is CC(C)OC(=O)N1CCC(O[C@H]2CC[C@H](Oc3cnc(S(C)(=O)=O)cn3)CC2)CC1. The result is 0 (unstable in rat liver microsomes). (5) The compound is CC(=O)c1ccc(-c2csc(N3CCC(C(N)=O)CC3)n2)cc1. The result is 1 (stable in rat liver microsomes). (6) The drug is COc1ccc(C2(C(=O)N3CCC(n4cc(-c5nc(C)no5)nn4)CC3)CC2)cc1. The result is 1 (stable in rat liver microsomes).